This data is from Forward reaction prediction with 1.9M reactions from USPTO patents (1976-2016). The task is: Predict the product of the given reaction. (1) Given the reactants [OH:1][C:2]1[CH:12]=[CH:11][C:5]([CH:6]=[CH:7][N+:8]([O-:10])=[O:9])=[CH:4][C:3]=1[O:13][CH3:14].[CH:15]1[C:20](O)=CC=[C:17](O)[CH:16]=1.C=CC=C, predict the reaction product. The product is: [CH3:14][O:13][C:3]1[CH:4]=[C:5]([C@H:6]2[C@H:7]([N+:8]([O-:10])=[O:9])[CH2:17][CH:16]=[CH:15][CH2:20]2)[CH:11]=[CH:12][C:2]=1[OH:1]. (2) The product is: [CH3:1][C:2]1[C:7]([NH:8][C:9]([C:11]2[CH:12]=[CH:13][C:14]3[C@@:20]4([CH2:29][CH3:30])[CH2:21][CH2:22][C@@:23]([OH:28])([CH2:25][CH2:26][CH3:27])[CH2:24][C@H:19]4[CH2:18][CH2:17][C:16](=[O:31])[C:15]=3[CH:32]=2)=[O:10])=[CH:6][CH:5]=[CH:4][N:3]=1.[CH3:33][C:34]1[C:39]([NH:40][C:41]([C:43]2[CH:44]=[CH:45][C:46]3[C@:52]4([CH2:61][CH3:62])[CH2:53][CH2:54][C@:55]([OH:60])([CH2:57][CH2:58][CH3:59])[CH2:56][C@@H:51]4[CH2:50][CH2:49][C:48](=[O:63])[C:47]=3[CH:64]=2)=[O:42])=[CH:38][CH:37]=[CH:36][N:35]=1. Given the reactants [CH3:1][C:2]1[C:7]([NH:8][C:9]([C:11]2[CH:12]=[CH:13][C:14]3[C@@:20]4([CH2:29][CH3:30])[CH2:21][CH2:22][C@@:23]([OH:28])([CH2:25][CH2:26][CH3:27])[CH2:24][C@H:19]4[CH2:18][CH2:17][CH:16]([OH:31])[C:15]=3[CH:32]=2)=[O:10])=[CH:6][CH:5]=[CH:4][N:3]=1.[CH3:33][C:34]1[C:39]([NH:40][C:41]([C:43]2[CH:44]=[CH:45][C:46]3[C@:52]4([CH2:61][CH3:62])[CH2:53][CH2:54][C@:55]([OH:60])([CH2:57][CH2:58][CH3:59])[CH2:56][C@@H:51]4[CH2:50][CH2:49][CH:48]([OH:63])[C:47]=3[CH:64]=2)=[O:42])=[CH:38][CH:37]=[CH:36][N:35]=1.CC(OI1(OC(C)=O)(OC(C)=O)OC(=O)C2C=CC=CC1=2)=O, predict the reaction product.